From a dataset of Catalyst prediction with 721,799 reactions and 888 catalyst types from USPTO. Predict which catalyst facilitates the given reaction. (1) Reactant: [OH:1][C:2]1[C:11]([N+:12]([O-:14])=[O:13])=[CH:10][CH:9]=[CH:8][C:3]=1[C:4]([O:6][CH3:7])=[O:5].C(O)(=O)C.[Br:19]Br. Product: [Br:19][C:9]1[CH:10]=[C:11]([N+:12]([O-:14])=[O:13])[C:2]([OH:1])=[C:3]([CH:8]=1)[C:4]([O:6][CH3:7])=[O:5]. The catalyst class is: 6. (2) Reactant: [NH2:1][C:2]1[CH:7]=[CH:6][CH:5]=[CH:4][C:3]=1[SH:8].[N+:9]([C:12]1[CH:20]=[CH:19][C:15]([C:16](Cl)=O)=[CH:14][CH:13]=1)([O-:11])=[O:10]. Product: [N+:9]([C:12]1[CH:20]=[CH:19][C:15]([C:16]2[S:8][C:3]3[CH:4]=[CH:5][CH:6]=[CH:7][C:2]=3[N:1]=2)=[CH:14][CH:13]=1)([O-:11])=[O:10]. The catalyst class is: 48.